This data is from Forward reaction prediction with 1.9M reactions from USPTO patents (1976-2016). The task is: Predict the product of the given reaction. (1) Given the reactants [C:1](/[N:3]=[C:4](\SC)/[NH:5][C:6]1[CH:11]=[C:10]([Cl:12])[C:9]([C:13]2[CH:18]=[CH:17][CH:16]=[CH:15][CH:14]=2)=[C:8]([Cl:19])[CH:7]=1)#[N:2].[NH2:22][NH2:23], predict the reaction product. The product is: [Cl:12][C:10]1[CH:11]=[C:6]([NH:5][C:4]2[N:3]=[C:1]([NH2:2])[NH:23][N:22]=2)[CH:7]=[C:8]([Cl:19])[C:9]=1[C:13]1[CH:18]=[CH:17][CH:16]=[CH:15][CH:14]=1. (2) Given the reactants Br[C:2]1[CH:3]=[C:4]2[C:9](=[CH:10][CH:11]=1)[CH2:8][CH:7]([NH:12][CH2:13][CH2:14][CH2:15][CH3:16])[CH2:6][CH2:5]2.[NH:17]1[CH2:21][CH2:20][CH2:19][C@H:18]1[CH2:22][N:23]1[CH2:27][CH2:26][CH2:25][CH2:24]1.BrC1C=C2C(=CC=1)C[C:34](=[O:39])CC2.C(N)CCC, predict the reaction product. The product is: [CH2:13]([NH:12][CH:7]1[CH2:6][CH2:5][C:4]2[CH:3]=[C:2]([C:34]([N:17]3[CH2:21][CH2:20][CH2:19][CH:18]3[CH2:22][N:23]3[CH2:27][CH2:26][CH2:25][CH2:24]3)=[O:39])[CH:11]=[CH:10][C:9]=2[CH2:8]1)[CH2:14][CH2:15][CH3:16]. (3) The product is: [Na+:42].[CH3:36][C:31]1([CH3:35])[CH2:30][C:29]2([CH2:37][CH2:38][CH2:39][N:27]([CH:24]3[CH2:25][CH2:26][N:21]([C:19]([C:9]4[CH:8]=[C:7]([CH:12]=[CH:11][C:10]=4[NH:13][C:14]([NH:16][CH2:17][CH3:18])=[O:15])[O:6][CH2:5][C:4]([O-:40])=[O:3])=[O:20])[CH2:22][CH2:23]3)[CH2:28]2)[C:33](=[O:34])[O:32]1. Given the reactants C([O:3][C:4](=[O:40])[CH2:5][O:6][C:7]1[CH:12]=[CH:11][C:10]([NH:13][C:14]([NH:16][CH2:17][CH3:18])=[O:15])=[C:9]([C:19]([N:21]2[CH2:26][CH2:25][CH:24]([N:27]3[CH2:39][CH2:38][CH2:37][C:29]4([C:33](=[O:34])[O:32][C:31]([CH3:36])([CH3:35])[CH2:30]4)[CH2:28]3)[CH2:23][CH2:22]2)=[O:20])[CH:8]=1)C.[OH-].[Na+:42], predict the reaction product. (4) Given the reactants [N+]([O-])([O-])=O.[Pd+2:5].[N+]([O-])([O-])=O.[CH2:10]([SH:22])[CH2:11][CH2:12][CH2:13][CH2:14][CH2:15][CH2:16][CH2:17][CH2:18][CH2:19][CH2:20][CH3:21], predict the reaction product. The product is: [CH2:10]([S-:22])[CH2:11][CH2:12][CH2:13][CH2:14][CH2:15][CH2:16][CH2:17][CH2:18][CH2:19][CH2:20][CH3:21].[Pd+2:5].[CH2:10]([S-:22])[CH2:11][CH2:12][CH2:13][CH2:14][CH2:15][CH2:16][CH2:17][CH2:18][CH2:19][CH2:20][CH3:21]. (5) Given the reactants [Br:1][C:2]1[CH:3]=[CH:4][C:5]([O:9][CH3:10])=[C:6]([CH:8]=1)[NH2:7].[I:11][C:12]1[CH:17]=[CH:16][C:15]([S:18](Cl)(=[O:20])=[O:19])=[CH:14][CH:13]=1, predict the reaction product. The product is: [Br:1][C:2]1[CH:3]=[CH:4][C:5]([O:9][CH3:10])=[C:6]([NH:7][S:18]([C:15]2[CH:16]=[CH:17][C:12]([I:11])=[CH:13][CH:14]=2)(=[O:20])=[O:19])[CH:8]=1. (6) The product is: [F:32][C:31]([F:34])([F:33])[C:29]1[CH:28]=[C:5]([CH:4]=[C:3]([C:2]([F:1])([F:36])[F:35])[CH:30]=1)[CH2:6][N:7]1[C:11]([N:37]2[CH2:42][CH2:41][O:40][CH2:39][CH2:38]2)=[C:10]([C:13]([N:15]2[CH2:20][CH2:19][CH2:18][CH:17]([C:21]3[CH:26]=[CH:25][CH:24]=[CH:23][C:22]=3[Cl:27])[CH2:16]2)=[O:14])[N:9]=[N:8]1. Given the reactants [F:1][C:2]([F:36])([F:35])[C:3]1[CH:4]=[C:5]([CH:28]=[C:29]([C:31]([F:34])([F:33])[F:32])[CH:30]=1)[CH2:6][N:7]1[C:11](Cl)=[C:10]([C:13]([N:15]2[CH2:20][CH2:19][CH2:18][CH:17]([C:21]3[CH:26]=[CH:25][CH:24]=[CH:23][C:22]=3[Cl:27])[CH2:16]2)=[O:14])[N:9]=[N:8]1.[NH:37]1[CH2:42][CH2:41][O:40][CH2:39][CH2:38]1, predict the reaction product. (7) Given the reactants [C:1]([O:5][C:6]([N:8]([CH2:32][C@@H:33]([C:35]1[CH:40]=[CH:39][CH:38]=[C:37]([Cl:41])[CH:36]=1)[OH:34])[CH2:9][CH2:10][NH:11][C:12]1[CH:17]=[CH:16][C:15]([C:18]2[CH:23]=[CH:22][C:21]([C:24]([OH:26])=O)=[C:20]([O:27][CH2:28][CH:29]([CH3:31])[CH3:30])[CH:19]=2)=[CH:14][CH:13]=1)=[O:7])([CH3:4])([CH3:3])[CH3:2].C(N1C=CN=C1)(N1C=CN=C1)=O.N1CCCN2CCCCCC=12.[C:65]([O:68][CH2:69][CH2:70][CH2:71][S:72]([NH2:75])(=[O:74])=[O:73])(=[O:67])[CH3:66], predict the reaction product. The product is: [C:65]([O:68][CH2:69][CH2:70][CH2:71][S:72]([NH:75][C:24]([C:21]1[CH:22]=[CH:23][C:18]([C:15]2[CH:14]=[CH:13][C:12]([NH:11][CH2:10][CH2:9][N:8]([C:6]([O:5][C:1]([CH3:2])([CH3:3])[CH3:4])=[O:7])[CH2:32][C@@H:33]([C:35]3[CH:40]=[CH:39][CH:38]=[C:37]([Cl:41])[CH:36]=3)[OH:34])=[CH:17][CH:16]=2)=[CH:19][C:20]=1[O:27][CH2:28][CH:29]([CH3:30])[CH3:31])=[O:26])(=[O:73])=[O:74])(=[O:67])[CH3:66].